The task is: Predict which catalyst facilitates the given reaction.. This data is from Catalyst prediction with 721,799 reactions and 888 catalyst types from USPTO. (1) The catalyst class is: 401. Product: [CH3:1][N:2]([CH3:38])[CH2:3][CH2:4][N:5]1[CH2:6][C:7]2[C:8]([CH3:36])=[C:9]3[N:16]=[C:15]([C:17]4[C:18](=[O:35])[NH:19][CH:20]=[CH:21][C:22]=4[NH:23][CH:24]([CH3:34])[CH2:25][C:26]4[CH:31]=[C:30]([F:32])[CH:29]=[CH:28][C:27]=4[CH3:33])[NH:14][C:10]3=[CH:11][C:12]=2[C:13]1=[O:41]. Reactant: [CH3:1][N:2]([CH3:38])[CH2:3][CH2:4][N:5]1[CH2:13][C:12]2[CH:11]=[C:10]3[NH:14][C:15]([C:17]4[C:18](=[O:35])[NH:19][CH:20]=[CH:21][C:22]=4[NH:23][CH:24]([CH3:34])[CH2:25][C:26]4[CH:31]=[C:30]([F:32])[CH:29]=[CH:28][C:27]=4[CH3:33])=[N:16][C:9]3=[C:8]([CH3:36])[C:7]=2[C:6]1=O.C(O)(=[O:41])C. (2) Reactant: [Cl:1][C:2]1[C:3]([O:9][C:10]2[CH:17]=[C:16]([O:18][CH2:19][CH2:20][CH2:21][O:22][CH3:23])[CH:15]=[CH:14][C:11]=2[CH:12]=O)=[N:4][CH:5]=[C:6]([Cl:8])[CH:7]=1.[CH3:24][CH:25](C(O)=O)[C:26]([OH:28])=[O:27].N1CCCC1.Cl. Product: [Cl:1][C:2]1[C:3]([O:9][C:10]2[CH:17]=[C:16]([O:18][CH2:19][CH2:20][CH2:21][O:22][CH3:23])[CH:15]=[CH:14][C:11]=2/[CH:12]=[C:25](\[CH3:24])/[C:26]([OH:28])=[O:27])=[N:4][CH:5]=[C:6]([Cl:8])[CH:7]=1. The catalyst class is: 86. (3) Reactant: Cl[CH2:2][C:3]([CH2:5]Cl)=O.[F:7][C:8]1[CH:13]=[CH:12][C:11]([NH:14][C:15]([NH2:17])=[S:16])=[CH:10][CH:9]=1.[NH2:18][C:19]1[C:24]([C:25]#[N:26])=[C:23]([C:27]2[CH:32]=[CH:31][C:30]([O:33][CH2:34][CH2:35][OH:36])=[CH:29][CH:28]=2)[C:22]([C:37]#[N:38])=[C:21]([SH:39])[N:20]=1.C(=O)(O)[O-].[Na+]. Product: [NH2:18][C:19]1[C:24]([C:25]#[N:26])=[C:23]([C:27]2[CH:28]=[CH:29][C:30]([O:33][CH2:34][CH2:35][OH:36])=[CH:31][CH:32]=2)[C:22]([C:37]#[N:38])=[C:21]([S:39][CH2:5][C:3]2[N:17]=[C:15]([NH:14][C:11]3[CH:10]=[CH:9][C:8]([F:7])=[CH:13][CH:12]=3)[S:16][CH:2]=2)[N:20]=1. The catalyst class is: 40. (4) Reactant: [NH:1]1[CH2:6][CH2:5][CH:4]([C:7]2[NH:8][C:9]([C:23]3[CH:28]=[CH:27][N:26]=[CH:25][CH:24]=3)=[C:10]([C:12]3[CH:13]=[C:14]4[C:18](=[CH:19][CH:20]=3)[C:17](=[N:21][OH:22])[CH2:16][CH2:15]4)[N:11]=2)[CH2:3][CH2:2]1.[O:29]1[CH:33]=[CH:32][C:31]([CH:34]=O)=[CH:30]1.C([BH3-])#N.C[NH+](C)C.C(O)(=O)C. Product: [O:29]1[CH:33]=[CH:32][C:31]([CH2:34][N:1]2[CH2:2][CH2:3][CH:4]([C:7]3[NH:8][C:9]([C:23]4[CH:28]=[CH:27][N:26]=[CH:25][CH:24]=4)=[C:10]([C:12]4[CH:13]=[C:14]5[C:18](=[CH:19][CH:20]=4)[C:17](=[N:21][OH:22])[CH2:16][CH2:15]5)[N:11]=3)[CH2:5][CH2:6]2)=[CH:30]1. The catalyst class is: 5. (5) Reactant: [CH3:1][C:2]1([CH3:26])[CH2:11][CH2:10][C:9](=[O:12])[C:8]2[CH:7]=[C:6]([N:13]=[N:14][C:15]3[CH:25]=[CH:24][C:18]([C:19]([O:21][CH2:22][CH3:23])=[O:20])=[CH:17][CH:16]=3)[CH:5]=[CH:4][C:3]1=2.[BH4-].[Na+]. Product: [CH3:26][C:2]1([CH3:1])[CH2:11][CH2:10][CH:9]([OH:12])[C:8]2[CH:7]=[C:6]([N:13]=[N:14][C:15]3[CH:16]=[CH:17][C:18]([C:19]([O:21][CH2:22][CH3:23])=[O:20])=[CH:24][CH:25]=3)[CH:5]=[CH:4][C:3]1=2. The catalyst class is: 14. (6) Reactant: [CH3:1][C:2]([CH3:7])([CH3:6])[C:3](Cl)=[O:4].N1C=CC=CC=1.[Br:14][C:15]1[C:24]([CH:25]([O:28][C:29]([CH3:35])([CH3:34])[C:30]([F:33])([F:32])[F:31])[CH2:26][OH:27])=[C:23]([CH3:36])[CH:22]=[C:21]2[C:16]=1[CH:17]=[CH:18][CH:19]=[N:20]2. Product: [C:3]([O:27][CH2:26][CH:25]([C:24]1[C:15]([Br:14])=[C:16]2[C:21](=[CH:22][C:23]=1[CH3:36])[N:20]=[CH:19][CH:18]=[CH:17]2)[O:28][C:29]([CH3:35])([CH3:34])[C:30]([F:31])([F:33])[F:32])(=[O:4])[C:2]([CH3:7])([CH3:6])[CH3:1]. The catalyst class is: 2. (7) Reactant: [Cl:1][C:2]1[CH:3]=[C:4]([CH:8]([NH:12][C:13]2[NH:14][C:15](=[O:27])[C:16]3[C:17](=[C:19]([CH:22]4[CH2:26][CH2:25][CH2:24][CH2:23]4)[O:20][N:21]=3)[N:18]=2)[CH2:9][CH2:10]O)[CH:5]=[CH:6][CH:7]=1.CS(Cl)(=O)=O. Product: [Cl:1][C:2]1[CH:3]=[C:4]([CH:8]2[CH2:9][CH2:10][N:14]3[C:15](=[O:27])[C:16]4[C:17](=[C:19]([CH:22]5[CH2:23][CH2:24][CH2:25][CH2:26]5)[O:20][N:21]=4)[NH:18][C:13]3=[N:12]2)[CH:5]=[CH:6][CH:7]=1. The catalyst class is: 2.